This data is from HIV replication inhibition screening data with 41,000+ compounds from the AIDS Antiviral Screen. The task is: Binary Classification. Given a drug SMILES string, predict its activity (active/inactive) in a high-throughput screening assay against a specified biological target. (1) The drug is Cn1c2c(c3ccccc31)CCN(CCN1CCN(c3ccccc3)CC1)C2=O. The result is 0 (inactive). (2) The molecule is CN=C(NNc1ccc([N+](=O)[O-])cc1)P(=O)(OC(C)C)OC(C)C. The result is 0 (inactive).